This data is from Cav3 T-type calcium channel HTS with 100,875 compounds. The task is: Binary Classification. Given a drug SMILES string, predict its activity (active/inactive) in a high-throughput screening assay against a specified biological target. (1) The drug is S1(=O)(=O)CC2N(C(/SC2C1)=N/C(=O)CCCC(O)=O)c1c(cc(cc1C)C)C. The result is 0 (inactive). (2) The compound is Clc1ccc(NCc2oc(SCC(=O)c3cc(OC)c(NC(=O)CC)cc3)nn2)cc1. The result is 0 (inactive). (3) The compound is S(=O)(=O)(N(CC(=O)N1CCN(CC1)c1ncccc1)C)c1ccccc1. The result is 0 (inactive). (4) The compound is s1c(C(=O)N2c3c(NC(=O)C2)cccc3)ccc1. The result is 0 (inactive). (5) The molecule is O(c1cc(C(=O)c2cc(OC)c(OC)cc2)ccc1OC)C. The result is 0 (inactive). (6) The molecule is O=C(C12CN3CN(C1)CN(C2)C3)c1ccncc1. The result is 0 (inactive).